From a dataset of Reaction yield outcomes from USPTO patents with 853,638 reactions. Predict the reaction yield, written as a fraction of the theoretical maximum amount of product (1.0 means a 100% yield; for example, 0.34 means a 34% yield). (1) The reactants are [Cl:1][C:2]1[CH:7]=[C:6]([O:8][CH3:9])[CH:5]=[C:4]([O:10][CH3:11])[CH:3]=1.CN(CCN(C)C)C.[CH2:20]([O:22]CC)C.[Li]CCCC.Cl. The catalyst is CN(C=O)C. The product is [Cl:1][C:2]1[CH:3]=[C:4]([O:10][CH3:11])[C:5]([CH:20]=[O:22])=[C:6]([O:8][CH3:9])[CH:7]=1. The yield is 0.339. (2) The reactants are [C:1]([O:5][C:6]([N:8]1[CH2:13][CH:12]=[C:11](OS(C(F)(F)F)(=O)=O)[CH2:10][CH2:9]1)=[O:7])([CH3:4])([CH3:3])[CH3:2].[Br-].[CH3:23][C:24]1[C:25]([Zn+])=[N:26][CH:27]=[CH:28][CH:29]=1. The catalyst is O1CCCC1.[Pd].C1(P(C2C=CC=CC=2)C2C=CC=CC=2)C=CC=CC=1.C1(P(C2C=CC=CC=2)C2C=CC=CC=2)C=CC=CC=1.C1(P(C2C=CC=CC=2)C2C=CC=CC=2)C=CC=CC=1.C1(P(C2C=CC=CC=2)C2C=CC=CC=2)C=CC=CC=1. The product is [CH3:23][C:24]1[C:25]([C:11]2[CH2:10][CH2:9][N:8]([C:6]([O:5][C:1]([CH3:4])([CH3:3])[CH3:2])=[O:7])[CH2:13][CH:12]=2)=[N:26][CH:27]=[CH:28][CH:29]=1. The yield is 0.820. (3) The reactants are [N:1]1[C:6]([C:7]([O:9][CH3:10])=[O:8])=[CH:5][CH:4]=[CH:3][C:2]=1[C:11]([O:13][CH3:14])=[O:12].[ClH:15]. The catalyst is CO. The product is [ClH:15].[NH:1]1[C@H:2]([C:11]([O:13][CH3:14])=[O:12])[CH2:3][CH2:4][CH2:5][C@@H:6]1[C:7]([O:9][CH3:10])=[O:8]. The yield is 0.890. (4) The reactants are [CH3:1][S:2]([NH:5][C:6]1[CH:11]=[CH:10][CH:9]=[C:8]([C:12]2[C:20]3[C:15](=[CH:16][CH:17]=[C:18]([C:21]4[N:25]=[CH:24][N:23](C(C5C=CC=CC=5)(C5C=CC=CC=5)C5C=CC=CC=5)[N:22]=4)[CH:19]=3)[N:14](C3CCCCO3)[N:13]=2)[CH:7]=1)(=[O:4])=[O:3]. The catalyst is O1CCOCC1.Cl. The product is [NH:23]1[CH:24]=[N:25][C:21]([C:18]2[CH:19]=[C:20]3[C:15](=[CH:16][CH:17]=2)[NH:14][N:13]=[C:12]3[C:8]2[CH:7]=[C:6]([NH:5][S:2]([CH3:1])(=[O:3])=[O:4])[CH:11]=[CH:10][CH:9]=2)=[N:22]1. The yield is 0.710. (5) The reactants are [C:1]([C:4]1[C:22](=[O:23])[C@@:8]2([CH3:24])[C:9]3[C:15]([OH:16])=[CH:14][C:13]([O:17][CH3:18])=[C:12]([C:19]([NH2:21])=[O:20])[C:10]=3[O:11][C:7]2=[CH:6][C:5]=1[OH:25])(=[O:3])[CH3:2].[CH2:26]([C:28]1[CH:37]=[CH:36][C:35]2[C:30](=[C:31]([F:39])[C:32]([F:38])=[CH:33][CH:34]=2)[C:29]=1[CH:40]=O)[CH3:27].C([SiH](CC)CC)C.FC(F)(F)C(O)=O. The catalyst is C(#N)C. The product is [C:1]([C:4]1[C:22](=[O:23])[C@@:8]2([CH3:24])[C:9]3[C:15]([OH:16])=[CH:14][C:13]([O:17][CH3:18])=[C:12]([C:19]([NH:21][CH2:40][C:29]4[C:30]5[C:35](=[CH:34][CH:33]=[C:32]([F:38])[C:31]=5[F:39])[CH:36]=[CH:37][C:28]=4[CH2:26][CH3:27])=[O:20])[C:10]=3[O:11][C:7]2=[CH:6][C:5]=1[OH:25])(=[O:3])[CH3:2]. The yield is 0.610. (6) The reactants are [CH3:1][N:2]([CH3:24])[CH2:3][CH2:4][NH:5][S:6]([CH:9]1[CH2:13][CH2:12][N:11](C(OCC2C=CC=CC=2)=O)[CH2:10]1)(=[O:8])=[O:7]. The catalyst is CO.[Pd]. The product is [CH3:1][N:2]([CH3:24])[CH2:3][CH2:4][NH:5][S:6]([CH:9]1[CH2:13][CH2:12][NH:11][CH2:10]1)(=[O:8])=[O:7]. The yield is 0.890. (7) The reactants are [C:1]([O:5][C:6]([N:8]1[CH2:13][CH2:12][CH:11]([CH:14]([OH:23])[C:15]2[CH:20]=[CH:19][C:18]([O:21][CH3:22])=[CH:17][CH:16]=2)[CH2:10][CH2:9]1)=[O:7])([CH3:4])([CH3:3])[CH3:2].C1C=C[NH+]=CC=1.[O-][Cr](Cl)(=O)=O. The catalyst is C(Cl)Cl. The product is [C:1]([O:5][C:6]([N:8]1[CH2:13][CH2:12][CH:11]([C:14](=[O:23])[C:15]2[CH:16]=[CH:17][C:18]([O:21][CH3:22])=[CH:19][CH:20]=2)[CH2:10][CH2:9]1)=[O:7])([CH3:4])([CH3:3])[CH3:2]. The yield is 0.880.